This data is from Full USPTO retrosynthesis dataset with 1.9M reactions from patents (1976-2016). The task is: Predict the reactants needed to synthesize the given product. (1) Given the product [Br:32][C:33]1[C:34]([CH:29]=[O:30])=[C:35]([F:41])[C:36]([O:39][CH3:40])=[CH:37][CH:38]=1, predict the reactants needed to synthesize it. The reactants are: C(NC(C)C)(C)C.C([Li])CCC.CCCCCC.[Li+].CC([N-]C(C)C)C.C1C[O:30][CH2:29]C1.[Br:32][C:33]1[CH:38]=[CH:37][C:36]([O:39][CH3:40])=[C:35]([F:41])[CH:34]=1.CN(C=O)C.[Cl-].[NH4+]. (2) Given the product [CH3:13][C:14]1[S:12][C:3]2[CH:4]=[CH:5][C:6]3[C:11](=[CH:10][CH:9]=[CH:8][CH:7]=3)[C:2]=2[N:1]=1, predict the reactants needed to synthesize it. The reactants are: [NH2:1][C:2]1[C:11]2[C:6](=[CH:7][CH:8]=[CH:9][CH:10]=2)[CH:5]=[CH:4][C:3]=1[SH:12].[CH2:13](OS([O-])(=O)=O)[CH2:14]CCCCCCCCCC.[Na+].C(OC(=O)C)(=O)C. (3) Given the product [CH2:15]([N:4]1[CH2:5][CH2:6][CH2:7][C:2]2([CH3:1])[CH2:14][C:13]3[C:8]([CH:3]12)=[CH:9][CH:10]=[CH:11][CH:12]=3)[CH3:16], predict the reactants needed to synthesize it. The reactants are: [CH3:1][C:2]12[CH2:14][C:13]3[C:8](=[CH:9][CH:10]=[CH:11][CH:12]=3)[CH:3]1[NH:4][CH2:5][CH2:6][CH2:7]2.[C:15](O)(=O)[CH3:16].C(O[BH-](OC(=O)C)OC(=O)C)(=O)C.[Na+].[OH-].[Na+]. (4) Given the product [Cl:15][C:10]1[CH:9]=[C:8]([C:6]2[N:7]([C:37]3[CH:38]=[N:39][CH:40]=[CH:41][CH:42]=3)[CH2:2][N:3]=[C:4]([N:16]3[CH2:21][CH2:20][N:19]([C:22]4[C:27]([C:28]([F:29])([F:31])[F:30])=[CH:26][CH:25]=[CH:24][N:23]=4)[CH2:18][CH2:17]3)[CH:5]=2)[CH:13]=[CH:12][C:11]=1[F:14], predict the reactants needed to synthesize it. The reactants are: Cl[C:2]1[N:7]=[C:6]([C:8]2[CH:13]=[CH:12][C:11]([F:14])=[C:10]([Cl:15])[CH:9]=2)[CH:5]=[C:4]([N:16]2[CH2:21][CH2:20][N:19]([C:22]3[C:27]([C:28]([F:31])([F:30])[F:29])=[CH:26][CH:25]=[CH:24][N:23]=3)[CH2:18][CH2:17]2)[N:3]=1.C([Sn](CCCC)(CCCC)[C:37]1[CH:38]=[N:39][CH:40]=[CH:41][CH:42]=1)CCC. (5) The reactants are: [F:1][C:2]1[CH:43]=[CH:42][CH:41]=[CH:40][C:3]=1[CH2:4][N:5]1[CH:9]=[C:8]([C:10]2[C:18]3[C:13](=[N:14][CH:15]=[C:16]([C:19]4[CH:20]=[C:21]([NH:25][S:26]([CH3:29])(=[O:28])=[O:27])[CH:22]=[CH:23][CH:24]=4)[CH:17]=3)[N:12](S(C3C=CC(C)=CC=3)(=O)=O)[CH:11]=2)[CH:7]=[N:6]1.[OH-].[Li+]. Given the product [F:1][C:2]1[CH:43]=[CH:42][CH:41]=[CH:40][C:3]=1[CH2:4][N:5]1[CH:9]=[C:8]([C:10]2[C:18]3[C:13](=[N:14][CH:15]=[C:16]([C:19]4[CH:20]=[C:21]([NH:25][S:26]([CH3:29])(=[O:27])=[O:28])[CH:22]=[CH:23][CH:24]=4)[CH:17]=3)[NH:12][CH:11]=2)[CH:7]=[N:6]1, predict the reactants needed to synthesize it.